Dataset: Forward reaction prediction with 1.9M reactions from USPTO patents (1976-2016). Task: Predict the product of the given reaction. (1) Given the reactants [CH3:1][O:2][C:3]1[C:4]([O:16][CH2:17][CH2:18][O:19][CH3:20])=[CH:5][C:6]([N+:13]([O-])=O)=[C:7]([CH:12]=1)[C:8]([O:10][CH3:11])=[O:9].[Cl-].[NH4+].O, predict the reaction product. The product is: [NH2:13][C:6]1[CH:5]=[C:4]([O:16][CH2:17][CH2:18][O:19][CH3:20])[C:3]([O:2][CH3:1])=[CH:12][C:7]=1[C:8]([O:10][CH3:11])=[O:9]. (2) Given the reactants C([O:3][C:4](=[O:24])[C:5]([O:15][C:16]1[CH:21]=[CH:20][CH:19]=[C:18]([O:22][CH3:23])[CH:17]=1)([CH3:14])[CH2:6][C:7]1[CH:12]=[CH:11][C:10](O)=[CH:9][CH:8]=1)C.[C:25]1([C:31]2[O:32][C:33]([CH3:49])=[C:34]([CH2:36][CH2:37][O:38]S(C3C=CC(C)=CC=3)(=O)=O)[N:35]=2)[CH:30]=[CH:29][CH:28]=[CH:27][CH:26]=1, predict the reaction product. The product is: [CH3:23][O:22][C:18]1[CH:17]=[C:16]([CH:21]=[CH:20][CH:19]=1)[O:15][C:5]([CH3:14])([CH2:6][C:7]1[CH:8]=[CH:9][C:10]([O:38][CH2:37][CH2:36][C:34]2[N:35]=[C:31]([C:25]3[CH:26]=[CH:27][CH:28]=[CH:29][CH:30]=3)[O:32][C:33]=2[CH3:49])=[CH:11][CH:12]=1)[C:4]([OH:24])=[O:3].